Dataset: Forward reaction prediction with 1.9M reactions from USPTO patents (1976-2016). Task: Predict the product of the given reaction. (1) Given the reactants CC(C)([O-:4])C.[K+].C(OCC)(=O)C(OCC)=O.[O:17]([CH2:24][CH2:25][CH2:26][C:27]([O:29][CH2:30][CH3:31])=[O:28])[C:18]1[CH:23]=[CH:22][CH:21]=[CH:20][CH:19]=1.OS(O)(=O)=O, predict the reaction product. The product is: [C:30]1(=[O:4])[C:31]2[C:19]3[CH:20]=[CH:21][CH:22]=[CH:23][C:18]=3[O:17][CH2:24][CH2:25][C:26]=2[C:27](=[O:28])[O:29]1. (2) The product is: [Cl:17][C:14]1[N:13]=[C:12]([CH3:18])[C:11]([O:29][C:26](=[O:28])[CH3:27])=[CH:16][CH:15]=1. Given the reactants B(F)(F)F.CCOCC.N[C:11]1[C:12]([CH3:18])=[N:13][C:14]([Cl:17])=[CH:15][CH:16]=1.N(OC(C)(C)C)=O.[C:26]([O:29]C(=O)C)(=[O:28])[CH3:27], predict the reaction product. (3) Given the reactants [C:1]([O:5][C:6]([NH:8][C@H:9]([CH2:14][C:15]1[CH:20]=[C:19]([F:21])[C:18]([F:22])=[CH:17][C:16]=1[F:23])[CH2:10][C:11]([OH:13])=O)=[O:7])([CH3:4])([CH3:3])[CH3:2].C(N(CC)CC)C.[F:31][C:32]([F:43])([F:42])[C:33]1[N:37]2[CH2:38][CH2:39][NH:40][CH2:41][C:36]2=[CH:35][N:34]=1.O=C1N(P(Cl)(N2CCOC2=O)=O)CCO1, predict the reaction product. The product is: [O:13]=[C:11]([N:40]1[CH2:39][CH2:38][N:37]2[C:33]([C:32]([F:43])([F:31])[F:42])=[N:34][CH:35]=[C:36]2[CH2:41]1)[CH2:10][C@H:9]([NH:8][C:6](=[O:7])[O:5][C:1]([CH3:2])([CH3:3])[CH3:4])[CH2:14][C:15]1[CH:20]=[C:19]([F:21])[C:18]([F:22])=[CH:17][C:16]=1[F:23]. (4) Given the reactants [CH:1]([CH:4]1[NH:9][CH2:8][CH2:7][N:6]([C:10]2[N:19]=[CH:18][C:17]3[C:12](=[CH:13][CH:14]=[CH:15][CH:16]=3)[N:11]=2)[CH2:5]1)([CH3:3])[CH3:2].[F:20][C:21]1[CH:22]=[C:23]([N:27]=[C:28]=[O:29])[CH:24]=[CH:25][CH:26]=1, predict the reaction product. The product is: [F:20][C:21]1[CH:22]=[C:23]([NH:27][C:28]([N:9]2[CH2:8][CH2:7][N:6]([C:10]3[N:19]=[CH:18][C:17]4[C:12](=[CH:13][CH:14]=[CH:15][CH:16]=4)[N:11]=3)[CH2:5][CH:4]2[CH:1]([CH3:3])[CH3:2])=[O:29])[CH:24]=[CH:25][CH:26]=1.